This data is from Peptide-MHC class I binding affinity with 185,985 pairs from IEDB/IMGT. The task is: Regression. Given a peptide amino acid sequence and an MHC pseudo amino acid sequence, predict their binding affinity value. This is MHC class I binding data. (1) The peptide sequence is VTECKLIYY. The MHC is HLA-B27:05 with pseudo-sequence HLA-B27:05. The binding affinity (normalized) is 0.0847. (2) The peptide sequence is ELLDHLLLF. The MHC is HLA-A03:01 with pseudo-sequence HLA-A03:01. The binding affinity (normalized) is 0.0847. (3) The binding affinity (normalized) is 0. The peptide sequence is AVISSEATTPV. The MHC is Mamu-B01 with pseudo-sequence Mamu-B01. (4) The peptide sequence is VTDTALAYF. The MHC is HLA-C05:01 with pseudo-sequence HLA-C05:01. The binding affinity (normalized) is 0.843. (5) The peptide sequence is FLGSCICFI. The MHC is HLA-A02:01 with pseudo-sequence HLA-A02:01. The binding affinity (normalized) is 0.773. (6) The peptide sequence is NHINVELSP. The MHC is HLA-B38:01 with pseudo-sequence HLA-B38:01. The binding affinity (normalized) is 0. (7) The binding affinity (normalized) is 0.0847. The MHC is HLA-A26:01 with pseudo-sequence HLA-A26:01. The peptide sequence is QTHFPQFYW. (8) The peptide sequence is KMVAWWAGI. The MHC is Mamu-A11 with pseudo-sequence Mamu-A11. The binding affinity (normalized) is 0.673. (9) The peptide sequence is RPAPARLPL. The MHC is HLA-C04:01 with pseudo-sequence HLA-C04:01. The binding affinity (normalized) is 0.213. (10) The binding affinity (normalized) is 0.0847. The peptide sequence is IARLVYKAR. The MHC is HLA-A11:01 with pseudo-sequence HLA-A11:01.